The task is: Predict the reaction yield, written as a fraction of the theoretical maximum amount of product (1.0 means a 100% yield; for example, 0.34 means a 34% yield).. This data is from Reaction yield outcomes from USPTO patents with 853,638 reactions. (1) The reactants are Cl.[Cl:2][CH2:3][CH2:4][NH:5][CH2:6][CH2:7][Cl:8].C(N(CC)CC)C.[C:16]([NH:19][C:20]1[CH:25]=[CH:24][C:23]([S:26](Cl)(=[O:28])=[O:27])=[CH:22][CH:21]=1)(=[O:18])[CH3:17]. The catalyst is O1CCOCC1. The product is [Cl:2][CH2:3][CH2:4][N:5]([CH2:6][CH2:7][Cl:8])[S:26]([C:23]1[CH:22]=[CH:21][C:20]([NH:19][C:16](=[O:18])[CH3:17])=[CH:25][CH:24]=1)(=[O:28])=[O:27]. The yield is 0.404. (2) The reactants are [NH:1]1[CH2:6][CH2:5][CH2:4][C@@H:3]([NH:7][C:8](=[O:14])[O:9][C:10]([CH3:13])([CH3:12])[CH3:11])[CH2:2]1.[Br:15][C:16]1[C:17](F)=[C:18]2[C:24]([NH:25][C:26](=[O:30])[CH:27]([CH3:29])[CH3:28])=[CH:23][NH:22][C:19]2=[N:20][CH:21]=1. The catalyst is CCCCO. The product is [Br:15][C:16]1[C:17]([N:1]2[CH2:6][CH2:5][CH2:4][C@@H:3]([NH:7][C:8](=[O:14])[O:9][C:10]([CH3:11])([CH3:13])[CH3:12])[CH2:2]2)=[C:18]2[C:24]([NH:25][C:26](=[O:30])[CH:27]([CH3:28])[CH3:29])=[CH:23][NH:22][C:19]2=[N:20][CH:21]=1. The yield is 0.470. (3) The reactants are [C:1](Cl)(=[O:4])[O:2][CH3:3].[F:6][C:7]1[CH:8]=[CH:9][C:10]2[NH:14][C:13](=[O:15])[N:12]([CH:16]3[CH2:21][CH2:20][N:19]([C:22]4([CH3:27])[CH2:26][CH2:25][NH:24][CH2:23]4)[CH2:18][CH2:17]3)[C:11]=2[CH:28]=1.C(N(CC)CC)C.NC(C)(C)C. The catalyst is ClCCl.CO.O. The product is [F:6][C:7]1[CH:8]=[CH:9][C:10]2[NH:14][C:13](=[O:15])[N:12]([CH:16]3[CH2:21][CH2:20][N:19]([C:22]4([CH3:27])[CH2:26][CH2:25][N:24]([C:1]([O:2][CH3:3])=[O:4])[CH2:23]4)[CH2:18][CH2:17]3)[C:11]=2[CH:28]=1. The yield is 0.950. (4) The reactants are [Cl:1][C:2]1[CH:7]=[CH:6][CH:5]=[CH:4][N:3]=1.[Li+].CC([N-]C(C)C)C.[CH:16](=[O:18])[CH3:17].O. The catalyst is C1COCC1. The product is [Cl:1][C:2]1[C:7]([CH:16]([OH:18])[CH3:17])=[CH:6][CH:5]=[CH:4][N:3]=1. The yield is 0.380. (5) The reactants are N[C@@H]1CC[C@@H](CC(OC)=O)C[C@H]1C1C=CC([Cl:19])=CC=1.[CH:20]1([CH2:25][N:26]([CH2:48][CH:49]2[CH2:53][CH2:52][CH2:51][CH2:50]2)[C@@H:27]2[CH2:32][CH2:31][C@@H:30]([CH2:33][C:34]([O:36][CH3:37])=[O:35])[CH2:29][C@H:28]2[C:38]2[CH:43]=[CH:42][C:41](C(F)(F)F)=[CH:40][CH:39]=2)[CH2:24][CH2:23][CH2:22][CH2:21]1. No catalyst specified. The product is [CH:20]1([CH2:25][N:26]([CH2:48][CH:49]2[CH2:53][CH2:52][CH2:51][CH2:50]2)[C@@H:27]2[CH2:32][CH2:31][C@@H:30]([CH2:33][C:34]([O:36][CH3:37])=[O:35])[CH2:29][C@H:28]2[C:38]2[CH:43]=[CH:42][C:41]([Cl:19])=[CH:40][CH:39]=2)[CH2:24][CH2:23][CH2:22][CH2:21]1. The yield is 0.770. (6) The reactants are [NH2:1][C:2]1[C:7]([F:8])=[CH:6][C:5]([OH:9])=[C:4]([F:10])[CH:3]=1.CC(C)([O-])C.[K+].Cl[C:18]1[CH:23]=[CH:22][N:21]=[C:20]([C:24]([NH2:26])=[O:25])[CH:19]=1.[OH-].[Na+]. The catalyst is CS(C)=O. The yield is 0.740. The product is [NH2:1][C:2]1[C:7]([F:8])=[CH:6][C:5]([O:9][C:18]2[CH:23]=[CH:22][N:21]=[C:20]([C:24]([NH2:26])=[O:25])[CH:19]=2)=[C:4]([F:10])[CH:3]=1. (7) The reactants are [H-].[Na+].[I-].[CH3:4][S+](C)(C)=O.[Cl:9][C:10]1[CH:18]=[CH:17][C:16]2[C:12](=[CH:13][N:14]([CH3:19])[N:15]=2)[C:11]=1/[CH:20]=[CH:21]/[C:22]([O:24][CH2:25][CH3:26])=[O:23].O. The catalyst is CS(C)=O. The product is [Cl:9][C:10]1[CH:18]=[CH:17][C:16]2[C:12](=[CH:13][N:14]([CH3:19])[N:15]=2)[C:11]=1[CH:20]1[CH2:4][CH:21]1[C:22]([O:24][CH2:25][CH3:26])=[O:23]. The yield is 0.800. (8) The reactants are B(Br)(Br)Br.[CH2:5]([S:7]([C:10]1[CH:11]=[CH:12][C:13]([O:34]C)=[C:14]([C:16]2[C:25]3[C:20](=[CH:21][CH:22]=[C:23]([C:26]4[CH:27]=[N:28][N:29]([CH3:31])[CH:30]=4)[CH:24]=3)[C:19](=[O:32])[N:18]([CH3:33])[CH:17]=2)[CH:15]=1)(=[O:9])=[O:8])[CH3:6]. The catalyst is C(Cl)Cl. The product is [CH2:5]([S:7]([C:10]1[CH:11]=[CH:12][C:13]([OH:34])=[C:14]([C:16]2[C:25]3[C:20](=[CH:21][CH:22]=[C:23]([C:26]4[CH:27]=[N:28][N:29]([CH3:31])[CH:30]=4)[CH:24]=3)[C:19](=[O:32])[N:18]([CH3:33])[CH:17]=2)[CH:15]=1)(=[O:8])=[O:9])[CH3:6]. The yield is 0.361. (9) The reactants are [CH2:1]([CH:8]1[CH2:13][CH2:12][N:11]([C:14]([C:16]2[S:17][CH:18]=[C:19]([C:21]3[CH:26]=[C:25]([Br:27])[C:24]([OH:28])=[C:23]([Br:29])[C:22]=3[OH:30])[N:20]=2)=[O:15])[CH2:10][CH2:9]1)[C:2]1[CH:7]=[CH:6][CH:5]=[CH:4][CH:3]=1.N1C=CC=CC=1.[C:37](Cl)(=[O:42])[C:38]([CH3:41])([CH3:40])[CH3:39]. The catalyst is ClCCl. The product is [C:37]([O:28][C:24]1[C:25]([Br:27])=[CH:26][C:21]([C:19]2[N:20]=[C:16]([C:14]([N:11]3[CH2:12][CH2:13][CH:8]([CH2:1][C:2]4[CH:7]=[CH:6][CH:5]=[CH:4][CH:3]=4)[CH2:9][CH2:10]3)=[O:15])[S:17][CH:18]=2)=[C:22]([OH:30])[C:23]=1[Br:29])(=[O:42])[C:38]([CH3:41])([CH3:40])[CH3:39]. The yield is 0.430. (10) The reactants are [Br:1]C1C=CC2OCC(=O)NC=2N=1.[H-].[Na+].CS(OCCN1CCC([NH:28][C:29]([O:31][C:32](C)(C)C)=O)CC1)(=O)=O.[C:36]([O:40][C:41](=[O:64])[NH:42][CH:43]1[CH2:48][CH2:47][N:46]([CH2:49][CH2:50][N:51]2[C:60]3[C:55](=[CH:56][CH:57]=C(OC)C=3)C=C[C:52]2=[O:63])[CH2:45][CH2:44]1)([CH3:39])([CH3:38])[CH3:37]. The catalyst is CO.ClCCl. The product is [C:36]([O:40][C:41](=[O:64])[NH:42][CH:43]1[CH2:44][CH2:45][N:46]([CH2:49][CH2:50][N:51]2[C:52](=[O:63])[CH2:32][O:31][C:29]3[N:28]=[CH:57][C:56]([Br:1])=[CH:55][C:60]2=3)[CH2:47][CH2:48]1)([CH3:39])([CH3:38])[CH3:37]. The yield is 0.930.